This data is from Full USPTO retrosynthesis dataset with 1.9M reactions from patents (1976-2016). The task is: Predict the reactants needed to synthesize the given product. (1) Given the product [CH3:12][C:8]1[CH:7]=[C:6]([CH2:5][CH2:4][OH:3])[CH:11]=[CH:10][N:9]=1, predict the reactants needed to synthesize it. The reactants are: C([O:3][C:4](=O)[CH2:5][C:6]1[CH:11]=[CH:10][N:9]=[C:8]([CH3:12])[CH:7]=1)C.[H-].[H-].[H-].[H-].[Li+].[Al+3]. (2) The reactants are: [N:1]1[CH:6]=[CH:5][C:4]([C:7]2[NH:16][C:10]3[N:11]=[CH:12][N:13]=[C:14]([NH2:15])[C:9]=3[CH:8]=2)=[CH:3][CH:2]=1.Cl[CH2:18][CH:19]=O. Given the product [N:1]1[CH:2]=[CH:3][C:4]([C:7]2[NH:16][C:10]3[N:11]=[CH:12][N:13]4[CH:18]=[CH:19][N:15]=[C:14]4[C:9]=3[CH:8]=2)=[CH:5][CH:6]=1, predict the reactants needed to synthesize it. (3) Given the product [CH2:1]([O:3][C:4](=[O:15])[CH2:5][CH2:6][N:7]([CH2:8][C:9]1[CH:14]=[CH:13][CH:12]=[CH:11][CH:10]=1)[C:19]1[C:20]([N+:24]([O-:26])=[O:25])=[CH:21][N:22]=[C:17]([Cl:16])[N:18]=1)[CH3:2], predict the reactants needed to synthesize it. The reactants are: [CH2:1]([O:3][C:4](=[O:15])[CH2:5][CH2:6][NH:7][CH2:8][C:9]1[CH:14]=[CH:13][CH:12]=[CH:11][CH:10]=1)[CH3:2].[Cl:16][C:17]1[N:22]=[C:21](Cl)[C:20]([N+:24]([O-:26])=[O:25])=[CH:19][N:18]=1.C(=O)(O)[O-].[K+]. (4) Given the product [CH3:17][C:18]1[C:23]([C:2]2[N:3]=[C:4]([N:11]3[CH2:16][CH2:15][O:14][CH2:13][CH2:12]3)[C:5]3[S:10][CH:9]=[CH:8][C:6]=3[N:7]=2)=[CH:22][N:21]=[C:20]([NH2:33])[N:19]=1, predict the reactants needed to synthesize it. The reactants are: Cl[C:2]1[N:3]=[C:4]([N:11]2[CH2:16][CH2:15][O:14][CH2:13][CH2:12]2)[C:5]2[S:10][CH:9]=[CH:8][C:6]=2[N:7]=1.[CH3:17][C:18]1[C:23](B2OC(C)(C)C(C)(C)O2)=[CH:22][N:21]=[C:20]([NH2:33])[N:19]=1. (5) Given the product [CH2:6]([O:5][C:3]([C:2]1[C:1](=[O:9])[N:19]([CH2:12][C:13]2[CH:18]=[CH:17][CH:16]=[CH:15][CH:14]=2)[C:24]2[C:23]([C:22]=1[OH:21])=[CH:28][CH:27]=[CH:26][N:25]=2)=[O:4])[CH3:7], predict the reactants needed to synthesize it. The reactants are: [C:1]([O:9]CC)(=O)[CH2:2][C:3]([O:5][CH2:6][CH3:7])=[O:4].[CH2:12]([N:19]1[C:24]2[N:25]=[CH:26][CH:27]=[CH:28][C:23]=2[C:22](=O)[O:21]C1=O)[C:13]1[CH:18]=[CH:17][CH:16]=[CH:15][CH:14]=1. (6) Given the product [F:15][C:13]([F:14])([F:16])[C:10]1[N:9]=[CH:8][C:7](/[CH:6]=[CH:5]/[C:4]([OH:17])=[O:3])=[CH:12][CH:11]=1, predict the reactants needed to synthesize it. The reactants are: C([O:3][C:4](=[O:17])/[CH:5]=[CH:6]/[C:7]1[CH:8]=[N:9][C:10]([C:13]([F:16])([F:15])[F:14])=[CH:11][CH:12]=1)C.[OH-].[Na+].Cl. (7) Given the product [CH2:1]([O:3][C:4](=[O:14])[NH:5][C:6]1[CH:11]=[CH:10][C:9]([CH:23]=[O:24])=[C:8]([CH3:13])[CH:7]=1)[CH3:2], predict the reactants needed to synthesize it. The reactants are: [CH2:1]([O:3][C:4](=[O:14])[NH:5][C:6]1[CH:11]=[CH:10][C:9](Br)=[C:8]([CH3:13])[CH:7]=1)[CH3:2].[Li]CCCC.CN([CH:23]=[O:24])C. (8) Given the product [F:1][C:2]1[CH:7]=[CH:6][N:5]=[C:4]([CH2:8][OH:9])[CH:3]=1, predict the reactants needed to synthesize it. The reactants are: [F:1][C:2]1[CH:7]=[CH:6][N:5]=[C:4]([C:8](OC)=[O:9])[CH:3]=1.[H-].[Al+3].[Li+].[H-].[H-].[H-].O. (9) Given the product [C:27]([Si:24]([CH3:26])([CH3:25])[O:23][C@H:21]([CH3:22])[CH2:20][N:18]1[C:19]2[C:15](=[CH:14][CH:13]=[C:12]3[O:31][CH2:32][C@H:9]([O:8][CH2:7][CH2:6][OH:5])[CH2:10][C:11]3=2)[CH:16]=[N:17]1)([CH3:29])([CH3:30])[CH3:28], predict the reactants needed to synthesize it. The reactants are: C([O:5][C:6](=O)[CH2:7][O:8][C@H:9]1[CH2:32][O:31][C:12]2=[CH:13][CH:14]=[C:15]3[C:19]([N:18]([CH2:20][C@H:21]([O:23][Si:24]([C:27]([CH3:30])([CH3:29])[CH3:28])([CH3:26])[CH3:25])[CH3:22])[N:17]=[CH:16]3)=[C:11]2[CH2:10]1)(C)(C)C.[H-].[Al+3].[Li+].[H-].[H-].[H-].C(=O)(O)[O-].[Na+].